This data is from Reaction yield outcomes from USPTO patents with 853,638 reactions. The task is: Predict the reaction yield, written as a fraction of the theoretical maximum amount of product (1.0 means a 100% yield; for example, 0.34 means a 34% yield). (1) The reactants are [F:1][C:2]([F:7])([F:6])[C:3]([OH:5])=[O:4].[Cl:8][C:9]1[CH:14]=[CH:13][CH:12]=[C:11]([Cl:15])[C:10]=1[C:16]1[C:20]([CH2:21][O:22][C:23]2[CH:24]=[C:25]3[C:29](=[CH:30][CH:31]=2)[N:28]([C:32]([C:34]2[CH:35]=[C:36]([CH:44]=[CH:45][CH:46]=2)[C:37]([O:39]C(C)(C)C)=[O:38])=[O:33])[CH:27]=[CH:26]3)=[C:19]([CH:47]([CH3:49])[CH3:48])[O:18][N:17]=1. The catalyst is ClCCl. The product is [F:1][C:2]([F:7])([F:6])[C:3]([OH:5])=[O:4].[Cl:15][C:11]1[CH:12]=[CH:13][CH:14]=[C:9]([Cl:8])[C:10]=1[C:16]1[C:20]([CH2:21][O:22][C:23]2[CH:24]=[C:25]3[C:29](=[CH:30][CH:31]=2)[N:28]([C:32]([C:34]2[CH:35]=[C:36]([CH:44]=[CH:45][CH:46]=2)[C:37]([OH:39])=[O:38])=[O:33])[CH:27]=[CH:26]3)=[C:19]([CH:47]([CH3:49])[CH3:48])[O:18][N:17]=1. The yield is 0.000500. (2) The reactants are [CH3:1][O:2][C:3]1[CH:23]=[CH:22][C:6]([CH2:7][N:8]2[CH:12]=[C:11]([C:13](=[O:16])[CH:14]=[CH2:15])[C:10]([CH:17]([OH:21])[CH:18]([CH3:20])[CH3:19])=[N:9]2)=[CH:5][CH:4]=1.B(F)(F)F.CCOCC. The catalyst is C(Cl)Cl. The product is [CH3:1][O:2][C:3]1[CH:23]=[CH:22][C:6]([CH2:7][N:8]2[CH:12]=[C:11]3[C:13](=[O:16])[CH2:14][CH2:15][O:21][CH:17]([CH:18]([CH3:20])[CH3:19])[C:10]3=[N:9]2)=[CH:5][CH:4]=1. The yield is 0.120. (3) The reactants are [CH2:1]([N:5]1[CH2:10][CH2:9][C:8]([CH3:12])([CH3:11])[C:7]([C:13](=[O:16])[CH:14]=[CH2:15])=[CH:6]1)[CH:2]([CH3:4])[CH3:3].Br[C:18]1[CH:23]=[CH:22][C:21]([O:24][CH3:25])=[CH:20][CH:19]=1.C(N(CC)CC)C.COC1C=CC=CC=1P(C1C=CC=CC=1OC)C1C=CC=CC=1OC. The catalyst is C(#N)C.C([O-])(=O)C.[Pd+2].C([O-])(=O)C. The product is [CH2:1]([N:5]1[CH2:10][CH2:9][C:8]([CH3:11])([CH3:12])[C:7]([C:13](=[O:16])/[CH:14]=[CH:15]/[C:18]2[CH:23]=[CH:22][C:21]([O:24][CH3:25])=[CH:20][CH:19]=2)=[CH:6]1)[CH:2]([CH3:4])[CH3:3]. The yield is 0.900. (4) The reactants are [CH3:1][O:2][C:3](=[O:35])[C:4]([NH:28][CH2:29][C:30]([O:32][CH2:33][CH3:34])=[O:31])([S:11]([C:14]1[CH:19]=[CH:18][C:17]([O:20][C:21]2[CH:26]=[CH:25][C:24]([F:27])=[CH:23][CH:22]=2)=[CH:16][CH:15]=1)(=[O:13])=[O:12])[C:5]([CH3:10])([CH3:9])C(O)=O.C([N:38]([CH2:41]C)CC)C.C1(P(N=[N+]=[N-])(C2C=CC=CC=2)=[O:50])C=CC=CC=1.[CH2:60]([OH:67])[C:61]1[CH:66]=[CH:65][CH:64]=[CH:63][CH:62]=1. The catalyst is C1C=CC=CC=1. The product is [F:27][C:24]1[CH:25]=[CH:26][C:21]([O:20][C:17]2[CH:16]=[CH:15][C:14]([S:11]([C:4]([NH:28][CH2:29][C:30]([O:32][CH2:33][CH3:34])=[O:31])([C:5]([NH:38][C:41]([O:67][CH2:60][C:61]3[CH:66]=[CH:65][CH:64]=[CH:63][CH:62]=3)=[O:50])([CH3:9])[CH3:10])[C:3]([O:2][CH3:1])=[O:35])(=[O:12])=[O:13])=[CH:19][CH:18]=2)=[CH:22][CH:23]=1. The yield is 0.750. (5) The reactants are [OH:1][C:2]1[C:9]([C:10]2[S:11][CH:12]=[CH:13][CH:14]=2)=[CH:8][C:5]([CH:6]=[O:7])=[C:4]([O:15][CH3:16])[CH:3]=1.C1(P(C2C=CC=CC=2)C2C=CC=CC=2)C=CC=CC=1.N([C:43]([O:45][CH2:46][CH3:47])=O)=N[C:43]([O:45][CH2:46][CH3:47])=O.[O:48]1CC[CH2:50][CH2:49]1. No catalyst specified. The product is [CH3:16][O:15][C:4]1[CH:3]=[C:2]([O:1][CH2:50][CH2:49][O:48][CH2:47][CH2:46][O:45][CH3:43])[C:9]([C:10]2[S:11][CH:12]=[CH:13][CH:14]=2)=[CH:8][C:5]=1[CH:6]=[O:7]. The yield is 0.450. (6) The reactants are [N+:1]([C:4]1[CH:9]=[CH:8][C:7]([F:10])=[CH:6][C:5]=1[OH:11])([O-:3])=[O:2].IC.[C:14]([O-])([O-])=O.[K+].[K+]. The catalyst is CN(C=O)C. The product is [CH3:14][O:11][C:5]1[CH:6]=[C:7]([F:10])[CH:8]=[CH:9][C:4]=1[N+:1]([O-:3])=[O:2]. The yield is 0.920. (7) The reactants are CCOP(OCC)([CH2:6][C:7]#[N:8])=O.CC([O-])(C)C.[K+].[C:18]([O:22][C:23]([N:25]1[CH2:28][C:27](=O)[CH2:26]1)=[O:24])([CH3:21])([CH3:20])[CH3:19]. The catalyst is C1COCC1.O.[Cl-].[Na+].O. The product is [C:7]([CH:6]=[C:27]1[CH2:28][N:25]([C:23]([O:22][C:18]([CH3:21])([CH3:20])[CH3:19])=[O:24])[CH2:26]1)#[N:8]. The yield is 0.610.